This data is from Forward reaction prediction with 1.9M reactions from USPTO patents (1976-2016). The task is: Predict the product of the given reaction. (1) Given the reactants [CH3:1][O:2][CH2:3][CH2:4][O:5][CH2:6]Cl.[CH3:8][O:9][C:10]1[CH:11]=[C:12]([CH:16]=[CH:17][C:18]=1[O:19][CH3:20])[CH2:13][C:14]#[N:15], predict the reaction product. The product is: [CH3:8][O:9][C:10]1[CH:11]=[C:12](/[C:13](=[CH:13]/[C:12]2[CH:16]=[CH:17][C:18]([O:19][CH2:6][O:5][CH2:4][CH2:3][O:2][CH3:1])=[CH:10][CH:11]=2)/[C:14]#[N:15])[CH:16]=[CH:17][C:18]=1[O:19][CH3:20]. (2) Given the reactants [Cl:1][C:2]1[CH:10]=[CH:9][CH:8]=[CH:7][C:3]=1[C:4]([OH:6])=[O:5].[N+:11]([O-])([OH:13])=[O:12].OS(O)(=O)=O, predict the reaction product. The product is: [Cl:1][C:2]1[CH:10]=[CH:9][C:8]([N+:11]([O-:13])=[O:12])=[CH:7][C:3]=1[C:4]([OH:6])=[O:5]. (3) Given the reactants [NH2:1][C:2]1[S:3][C:4]([C:13]([C:15]2[CH:20]=[CH:19][CH:18]=[CH:17][CH:16]=2)=O)=[C:5]([C:7]2[CH:12]=[CH:11][CH:10]=[CH:9][CH:8]=2)[N:6]=1.[BH4-].[Na+].[SiH](CC)(CC)CC.C(O)(C(F)(F)F)=O, predict the reaction product. The product is: [CH2:13]([C:4]1[S:3][C:2]([NH2:1])=[N:6][C:5]=1[C:7]1[CH:12]=[CH:11][CH:10]=[CH:9][CH:8]=1)[C:15]1[CH:16]=[CH:17][CH:18]=[CH:19][CH:20]=1. (4) Given the reactants [CH:1]1([N:6]2[C:15]3[N:14]=[C:13]([NH:16][C:17]4[CH:18]=[CH:19][C:20]([C:30](O)=[O:31])=[C:21]5[C:25]=4[O:24][CH:23]([CH2:26][N:27]([CH3:29])[CH3:28])[CH2:22]5)[N:12]=[CH:11][C:10]=3[N:9]([CH3:33])[C:8](=[O:34])[C@H:7]2[CH2:35][CH3:36])[CH2:5][CH2:4][CH2:3][CH2:2]1.F[B-](F)(F)F.[N:42]1(OC(N(C)C)=[N+](C)C)[C:46]2[CH:47]=[CH:48]C=[CH:50][C:45]=2N=N1.[CH:59]([N:62](C(C)C)CC)(C)C.[Cl-].[Na+], predict the reaction product. The product is: [CH:1]1([N:6]2[C:15]3[N:14]=[C:13]([NH:16][C:17]4[CH:18]=[CH:19][C:20]([C:30]([NH:42][CH:46]5[CH2:45][CH2:50][N:62]([CH3:59])[CH2:48][CH2:47]5)=[O:31])=[C:21]5[C:25]=4[O:24][CH:23]([CH2:26][N:27]([CH3:29])[CH3:28])[CH2:22]5)[N:12]=[CH:11][C:10]=3[N:9]([CH3:33])[C:8](=[O:34])[C@H:7]2[CH2:35][CH3:36])[CH2:5][CH2:4][CH2:3][CH2:2]1. (5) Given the reactants ClC1C=C(Cl)C2N(C(C(O)=O)=CN=2)N=1.[Br:15][C:16]1[C:17]2[N:18]([C:23]([C:26]([OH:28])=O)=[CH:24][N:25]=2)[N:19]=[C:20]([Cl:22])[CH:21]=1.C(Cl)(=O)C(Cl)=O.CN(C)C=O.[Cl:40][C:41]1[CH:46]=[C:45]([NH2:47])[CH:44]=[CH:43][N:42]=1.C(N(CC)C(C)C)(C)C.ClC1C=C(Cl)C2N(C(C(NC3C=CN=C(Cl)C=3)=O)=CN=2)N=1, predict the reaction product. The product is: [Br:15][C:16]1[C:17]2[N:18]([C:23]([C:26]([NH:47][C:45]3[CH:44]=[CH:43][N:42]=[C:41]([Cl:40])[CH:46]=3)=[O:28])=[CH:24][N:25]=2)[N:19]=[C:20]([Cl:22])[CH:21]=1. (6) Given the reactants [CH3:1][C:2]1([CH3:43])[N:6]([CH2:7][CH2:8][CH2:9][CH2:10][CH2:11][CH2:12][CH2:13][CH2:14][CH2:15][S:16]([CH2:18][CH2:19][CH2:20][C:21]([F:27])([F:26])[C:22]([F:25])([F:24])[F:23])=[O:17])[C:5](=[O:28])[N:4]([C:29]2[CH:34]=[CH:33][C:32]([N+:35]([O-])=O)=[C:31]([C:38](F)(F)F)[CH:30]=2)[C:3]1=[O:42].NC1C=[CH:49][C:48]([N:51]2C(=O)C(C)(C)N(CCCCCCCCCSCCCC(F)(F)C(F)(F)F)[C:52]2=[O:79])=[CH:47][C:46]=1C, predict the reaction product. The product is: [CH3:1][C:2]1([CH3:43])[C:3](=[O:42])[N:4]([C:29]2[CH:34]=[CH:33][C:32]([NH:35][C:52]([NH:51][CH:48]([CH3:49])[CH2:47][CH3:46])=[O:79])=[C:31]([CH3:38])[CH:30]=2)[C:5](=[O:28])[N:6]1[CH2:7][CH2:8][CH2:9][CH2:10][CH2:11][CH2:12][CH2:13][CH2:14][CH2:15][S:16]([CH2:18][CH2:19][CH2:20][C:21]([F:27])([F:26])[C:22]([F:23])([F:25])[F:24])=[O:17].